The task is: Predict the product of the given reaction.. This data is from Forward reaction prediction with 1.9M reactions from USPTO patents (1976-2016). Given the reactants [CH3:1][S:2](Cl)(=[O:4])=[O:3].[F:6][C:7]1[CH:12]=[CH:11][C:10]([C:13]2[C:14]([C:20]3[CH:25]=[CH:24][N:23]=[CH:22][CH:21]=3)=[C:15]([CH2:18][OH:19])[NH:16][CH:17]=2)=[CH:9][CH:8]=1, predict the reaction product. The product is: [CH3:1][S:2]([O:19][CH2:18][C:15]1[NH:16][CH:17]=[C:13]([C:10]2[CH:9]=[CH:8][C:7]([F:6])=[CH:12][CH:11]=2)[C:14]=1[C:20]1[CH:21]=[CH:22][N:23]=[CH:24][CH:25]=1)(=[O:4])=[O:3].